Task: Predict which catalyst facilitates the given reaction.. Dataset: Catalyst prediction with 721,799 reactions and 888 catalyst types from USPTO (1) Reactant: FC(F)(F)C(O)=O.[OH:8][C:9]1([CH2:15][N:16]2[C:25](=[O:26])[C:24]3[C:19](=[C:20]([CH3:27])[CH:21]=[CH:22][CH:23]=3)[N:18]=[CH:17]2)[CH2:14][CH2:13][NH:12][CH2:11][CH2:10]1.[C:28]1([CH:34]([CH3:39])[CH2:35][C:36](O)=[O:37])[CH:33]=[CH:32][CH:31]=[CH:30][CH:29]=1.CCN(C(C)C)C(C)C.CN(C(ON1N=NC2C=CC=NC1=2)=[N+](C)C)C.F[P-](F)(F)(F)(F)F. Product: [OH:8][C:9]1([CH2:15][N:16]2[C:25](=[O:26])[C:24]3[C:19](=[C:20]([CH3:27])[CH:21]=[CH:22][CH:23]=3)[N:18]=[CH:17]2)[CH2:10][CH2:11][N:12]([C:36](=[O:37])[CH2:35][CH:34]([C:28]2[CH:33]=[CH:32][CH:31]=[CH:30][CH:29]=2)[CH3:39])[CH2:13][CH2:14]1. The catalyst class is: 4. (2) Reactant: [CH3:1][C:2]1[CH:10]=[CH:9][C:5]([C:6]([OH:8])=O)=[CH:4][C:3]=1[NH:11][C:12]([C:14]1[S:22][C:17]2=[N:18][CH:19]=[CH:20][N:21]=[C:16]2[CH:15]=1)=[O:13].[NH2:23][C:24]1[CH:25]=[C:26]([C:30]([F:33])([F:32])[F:31])[CH:27]=[CH:28][CH:29]=1.CN(C(ON1N=NC2C=CC=CC1=2)=[N+](C)C)C.[B-](F)(F)(F)F.CCN(C(C)C)C(C)C.C(O)(=O)CC(CC(O)=O)(C(O)=O)O. Product: [CH3:1][C:2]1[CH:10]=[CH:9][C:5]([C:6](=[O:8])[NH:23][C:24]2[CH:29]=[CH:28][CH:27]=[C:26]([C:30]([F:31])([F:32])[F:33])[CH:25]=2)=[CH:4][C:3]=1[NH:11][C:12]([C:14]1[S:22][C:17]2=[N:18][CH:19]=[CH:20][N:21]=[C:16]2[CH:15]=1)=[O:13]. The catalyst class is: 3.